From a dataset of KCNQ2 potassium channel screen with 302,405 compounds. Binary Classification. Given a drug SMILES string, predict its activity (active/inactive) in a high-throughput screening assay against a specified biological target. (1) The result is 0 (inactive). The compound is O(c1cc2c(nc(Nc3c(OC)ccc(c3)C)nc2N)cc1OC)C. (2) The compound is O(C(=O)Nc1ccc(/N=C(\N[N+]([O-])=O)N)cc1)C. The result is 0 (inactive). (3) The molecule is O(C(C)(C)C)C(=O)C(NC(=O)c1[nH]cnc1C(=O)Nc1ccc(CNC(OC(C)(C)C)=O)cc1)C. The result is 0 (inactive).